This data is from Catalyst prediction with 721,799 reactions and 888 catalyst types from USPTO. The task is: Predict which catalyst facilitates the given reaction. (1) Reactant: [CH3:1][O:2][C:3](=[O:16])[C:4]1[CH:9]=[C:8](I)[C:7]([C:11]([F:14])([F:13])[CH3:12])=[CH:6][C:5]=1[NH2:15].[CH:17]([N:20]1[C:24]([Sn](CCCC)(CCCC)CCCC)=[CH:23][CH:22]=[N:21]1)([CH3:19])[CH3:18]. Product: [CH3:1][O:2][C:3](=[O:16])[C:4]1[CH:9]=[C:8]([C:24]2[N:20]([CH:17]([CH3:19])[CH3:18])[N:21]=[CH:22][CH:23]=2)[C:7]([C:11]([F:14])([F:13])[CH3:12])=[CH:6][C:5]=1[NH2:15]. The catalyst class is: 184. (2) Reactant: [Cl:1][C:2]1[CH:3]=[C:4]([CH:8]=[CH:9][C:10]=1[Cl:11])[C:5]([OH:7])=O.C1N=CN(C(N2C=NC=C2)=O)C=1.Cl.[NH2:25][CH2:26][C:27]1[CH:35]=[CH:34][CH:33]=[C:32]2[C:28]=1[C:29](=[O:45])[N:30]([CH:37]1[CH2:42][CH2:41][C:40](=[O:43])[NH:39][C:38]1=[O:44])[C:31]2=[O:36].C(N(CC)CC)C. Product: [Cl:1][C:2]1[CH:3]=[C:4]([CH:8]=[CH:9][C:10]=1[Cl:11])[C:5]([NH:25][CH2:26][C:27]1[CH:35]=[CH:34][CH:33]=[C:32]2[C:28]=1[C:29](=[O:45])[N:30]([CH:37]1[CH2:42][CH2:41][C:40](=[O:43])[NH:39][C:38]1=[O:44])[C:31]2=[O:36])=[O:7]. The catalyst class is: 3. (3) Reactant: [CH3:1][C:2]1[CH:3]=[CH:4][C:5]2[O:18][CH:9]3[O:10][C:11]4[CH:16]=[C:15]([CH3:17])[CH:14]=[CH:13][C:12]=4[CH:8]3[C:6]=2[CH:7]=1.C1C(=O)N([Br:26])C(=O)C1.[Al]. Product: [Br:26][C:4]1[C:5]2[O:18][CH:9]3[CH:8]([C:6]=2[CH:7]=[C:2]([CH3:1])[CH:3]=1)[C:12]1[CH:13]=[CH:14][C:15]([CH3:17])=[CH:16][C:11]=1[O:10]3. The catalyst class is: 3. (4) The catalyst class is: 19. Product: [CH:1]1([CH2:6][C@@H:7]([C:20]([NH:22][NH:23][C:24]2[C:29]([F:30])=[C:28]([N:31]3[CH2:35][C@@H:34]([OH:36])[C:33]([CH3:37])([CH3:38])[CH2:32]3)[N:27]=[C:26]([CH3:39])[N:25]=2)=[O:21])[CH2:8][N:9]([OH:12])[CH:10]=[O:11])[CH2:5][CH2:4][CH2:3][CH2:2]1. Reactant: [CH:1]1([CH2:6][C@@H:7]([C:20]([NH:22][NH:23][C:24]2[C:29]([F:30])=[C:28]([N:31]3[CH2:35][C@@H:34]([OH:36])[C:33]([CH3:38])([CH3:37])[CH2:32]3)[N:27]=[C:26]([CH3:39])[N:25]=2)=[O:21])[CH2:8][N:9]([O:12]CC2C=CC=CC=2)[CH:10]=[O:11])[CH2:5][CH2:4][CH2:3][CH2:2]1. (5) Reactant: [Br:1][C:2]1[CH:3]=[C:4]([N+:18]([O-])=O)[C:5]([C:8]2[CH:17]=[CH:16][C:11]([C:12]([O:14][CH3:15])=[O:13])=[CH:10][CH:9]=2)=[N:6][CH:7]=1.C1(P(C2C=CC=CC=2)CCP(C2C=CC=CC=2)C2C=CC=CC=2)C=CC=CC=1. Product: [Br:1][C:2]1[CH:7]=[N:6][C:5]2[C:8]3[CH:17]=[CH:16][C:11]([C:12]([O:14][CH3:15])=[O:13])=[CH:10][C:9]=3[NH:18][C:4]=2[CH:3]=1. The catalyst class is: 262. (6) Reactant: [C:1]([CH2:5][N:6]1[C:16]2[C:11](=[CH:12][CH:13]=[CH:14][CH:15]=2)[CH2:10][C@@H:9]([NH:17][C:18]([C:20]2[NH:21][C:22]3[C:27]([CH:28]=2)=[CH:26][C:25]([Cl:29])=[CH:24][CH:23]=3)=[O:19])[C:7]1=[O:8])([O:3]C)=[O:2].O.[OH-].[Li+].Cl. Product: [C:1]([CH2:5][N:6]1[C:16]2[C:11](=[CH:12][CH:13]=[CH:14][CH:15]=2)[CH2:10][C@@H:9]([NH:17][C:18]([C:20]2[NH:21][C:22]3[C:27]([CH:28]=2)=[CH:26][C:25]([Cl:29])=[CH:24][CH:23]=3)=[O:19])[C:7]1=[O:8])([OH:3])=[O:2]. The catalyst class is: 193.